From a dataset of Catalyst prediction with 721,799 reactions and 888 catalyst types from USPTO. Predict which catalyst facilitates the given reaction. (1) Product: [F:1][C:2]1[C:7]([F:8])=[CH:6][CH:5]=[CH:4][C:3]=1[CH2:9][S:10][C:11]1[N:16]=[C:15]([NH:17][S:18]([N:21]2[CH2:24][CH2:23][CH2:22]2)(=[O:20])=[O:19])[CH:14]=[C:13]([O:25][CH:26]([CH2:27][OH:28])[CH2:31][OH:30])[N:12]=1. Reactant: [F:1][C:2]1[C:7]([F:8])=[CH:6][CH:5]=[CH:4][C:3]=1[CH2:9][S:10][C:11]1[N:16]=[C:15]([NH:17][S:18]([N:21]2[CH2:24][CH2:23][CH2:22]2)(=[O:20])=[O:19])[CH:14]=[C:13]([O:25][CH:26]2[CH2:31][O:30]C(C3C=CC=CC=3)[O:28][CH2:27]2)[N:12]=1.O.C1(C)C=CC(S([O-])(=O)=O)=CC=1.[NH+]1C=CC=CC=1. The catalyst class is: 5. (2) Reactant: [F:1][CH:2]([F:17])[C:3]1[N:4]=[CH:5][N:6]([C:8]2[CH:14]=[CH:13][C:11]([NH2:12])=[CH:10][C:9]=2[O:15][CH3:16])[CH:7]=1.[C:18](N1C=CC=CC1=O)(N1C=CC=CC1=O)=[S:19]. Product: [F:17][CH:2]([F:1])[C:3]1[N:4]=[CH:5][N:6]([C:8]2[CH:14]=[CH:13][C:11]([N:12]=[C:18]=[S:19])=[CH:10][C:9]=2[O:15][CH3:16])[CH:7]=1. The catalyst class is: 4. (3) The catalyst class is: 7. Reactant: [CH3:1][O:2][C:3]1[CH:4]=[C:5]2[C:10](=[CH:11][C:12]=1[O:13][CH3:14])[N:9]=[CH:8][CH:7]=[C:6]2[O:15][C:16]1[CH:21]=[CH:20][C:19]([NH:22][C:23](=O)[CH2:24][O:25][C:26]2[CH:31]=[C:30]([CH3:32])[CH:29]=[C:28]([CH3:33])[CH:27]=2)=[CH:18][CH:17]=1.Cl.[OH-].[Na+]. Product: [CH3:1][O:2][C:3]1[CH:4]=[C:5]2[C:10](=[CH:11][C:12]=1[O:13][CH3:14])[N:9]=[CH:8][CH:7]=[C:6]2[O:15][C:16]1[CH:21]=[CH:20][C:19]([NH:22][CH2:23][CH2:24][O:25][C:26]2[CH:31]=[C:30]([CH3:32])[CH:29]=[C:28]([CH3:33])[CH:27]=2)=[CH:18][CH:17]=1. (4) Reactant: C(N(CC)CC)C.[NH2:8][CH2:9][CH:10]([OH:12])[CH3:11].Br[CH2:14][C:15]([O:17][CH3:18])=[O:16]. Product: [CH3:18][O:17][C:15](=[O:16])[CH2:14][NH:8][CH2:9][CH:10]([OH:12])[CH3:11]. The catalyst class is: 1. (5) Reactant: [Br:1][C:2]1[C:3]([F:11])=[C:4]([CH:8]=[CH:9][CH:10]=1)[C:5](O)=[O:6].C(Cl)(=O)C([Cl:15])=O. Product: [Br:1][C:2]1[C:3]([F:11])=[C:4]([CH:8]=[CH:9][CH:10]=1)[C:5]([Cl:15])=[O:6]. The catalyst class is: 120. (6) Product: [S:10]([O:1][NH:2][C:3](=[O:9])[O:4][C:5]([CH3:8])([CH3:7])[CH3:6])([C:13]1[CH:19]=[CH:18][C:16]([CH3:17])=[CH:15][CH:14]=1)(=[O:12])=[O:11]. The catalyst class is: 76. Reactant: [OH:1][NH:2][C:3](=[O:9])[O:4][C:5]([CH3:8])([CH3:7])[CH3:6].[S:10](Cl)([C:13]1[CH:19]=[CH:18][C:16]([CH3:17])=[CH:15][CH:14]=1)(=[O:12])=[O:11]. (7) Reactant: [Cl:1][C:2]1[CH:3]=[C:4]([C@@H:12]([CH2:26][CH:27]2[CH2:31][CH2:30][CH2:29][CH2:28]2)[C:13]([NH:15][C:16]2[CH:20]=[CH:19][N:18]([CH2:21][CH2:22][C:23]([OH:25])=O)[N:17]=2)=[O:14])[CH:5]=[CH:6][C:7]=1[S:8]([CH3:11])(=[O:10])=[O:9].C(Cl)(=O)C(Cl)=O.[N:38]1C(C)=C[CH:41]=[CH:40][C:39]=1C.C(N)CC. Product: [Cl:1][C:2]1[CH:3]=[C:4]([C@@H:12]([CH2:26][CH:27]2[CH2:31][CH2:30][CH2:29][CH2:28]2)[C:13]([NH:15][C:16]2[CH:20]=[CH:19][N:18]([CH2:21][CH2:22][C:23](=[O:25])[NH:38][CH2:39][CH2:40][CH3:41])[N:17]=2)=[O:14])[CH:5]=[CH:6][C:7]=1[S:8]([CH3:11])(=[O:9])=[O:10]. The catalyst class is: 2. (8) Reactant: [Br:1][C:2]1[CH:3]=[CH:4][C:5]([C:13]([O:15]C)=[O:14])=[N:6][C:7]=1[S:8]([CH:10]([CH3:12])[CH3:11])=[O:9].O.[OH-].[Li+].Cl.O1CCOCC1. Product: [Br:1][C:2]1[CH:3]=[CH:4][C:5]([C:13]([OH:15])=[O:14])=[N:6][C:7]=1[S:8]([CH:10]([CH3:12])[CH3:11])=[O:9]. The catalyst class is: 20. (9) Reactant: [Cl:1][C:2]1[CH:7]=[C:6](/[C:8](/[NH:11][OH:12])=[N:9]/[H])[CH:5]=[CH:4][C:3]=1[CH2:13][N:14]1[CH:18]=[CH:17][C:16]([C:19]([O:21][CH2:22][CH3:23])=[O:20])=[N:15]1.[C:24]1([C:30]2[CH:31]=[C:32]([C:39](O)=O)[S:33][C:34]=2[C:35]([F:38])([F:37])[F:36])[CH:29]=[CH:28][CH:27]=[CH:26][CH:25]=1.C1C=CC2N(O)N=NC=2C=1.CCN=C=NCCCN(C)C. Product: [Cl:1][C:2]1[CH:7]=[C:6]([C:8]2[N:9]=[C:39]([C:32]3[S:33][C:34]([C:35]([F:37])([F:36])[F:38])=[C:30]([C:24]4[CH:29]=[CH:28][CH:27]=[CH:26][CH:25]=4)[CH:31]=3)[O:12][N:11]=2)[CH:5]=[CH:4][C:3]=1[CH2:13][N:14]1[CH:18]=[CH:17][C:16]([C:19]([O:21][CH2:22][CH3:23])=[O:20])=[N:15]1. The catalyst class is: 3.